Task: Predict the reactants needed to synthesize the given product.. Dataset: Full USPTO retrosynthesis dataset with 1.9M reactions from patents (1976-2016) (1) Given the product [CH3:1][O:2][C:3]1[CH:4]=[C:5]([CH:9]2[CH2:13][CH2:12][CH2:11][C:10]2=[O:14])[CH:6]=[CH:7][CH:8]=1, predict the reactants needed to synthesize it. The reactants are: [CH3:1][O:2][C:3]1[CH:4]=[C:5]([CH:9]2[CH2:13][CH2:12][CH2:11][CH:10]2[OH:14])[CH:6]=[CH:7][CH:8]=1.[Cr](Cl)(O)(=O)=O.N1C=CC=CC=1. (2) Given the product [ClH:18].[F:1][C:2]1[CH:3]=[C:4]([NH:5][NH2:11])[CH:6]=[CH:7][C:8]=1[O:9][CH3:10], predict the reactants needed to synthesize it. The reactants are: [F:1][C:2]1[CH:3]=[C:4]([CH:6]=[CH:7][C:8]=1[O:9][CH3:10])[NH2:5].[N:11]([O-])=O.[Na+].O.O.[Sn](Cl)[Cl:18]. (3) Given the product [OH:27][C@H:24]1[CH2:25][CH2:26][C@H:21]([O:20][CH:15]2[N:14]([NH:13][C:12]3[C:7]4[C:6]([CH3:29])=[C:5]([C:3]([OH:4])=[O:2])[S:28][C:8]=4[N:9]=[CH:10][N:11]=3)[CH:19]=[CH:18][CH:17]=[N:16]2)[CH2:22][CH2:23]1, predict the reactants needed to synthesize it. The reactants are: C[O:2][C:3]([C:5]1[S:28][C:8]2[N:9]=[CH:10][N:11]=[C:12]([NH:13][N:14]3[CH:19]=[CH:18][CH:17]=[N:16][CH:15]3[O:20][C@H:21]3[CH2:26][CH2:25][C@H:24]([OH:27])[CH2:23][CH2:22]3)[C:7]=2[C:6]=1[CH3:29])=[O:4].[OH-].[Li+].C1COCC1.Cl. (4) Given the product [CH2:1]([C:8]1[CH:13]=[CH:12][CH:11]=[CH:10][C:9]=1[OH:14])[C:2]1[CH:3]=[CH:4][CH:5]=[CH:6][CH:7]=1, predict the reactants needed to synthesize it. The reactants are: [CH:1](=[C:8]1[CH2:13][CH2:12][CH2:11][CH2:10][C:9]1=[O:14])[C:2]1[CH:7]=[CH:6][CH:5]=[CH:4][CH:3]=1.C1(OC2C=CC=CC=2)C=CC=CC=1.